Predict the product of the given reaction. From a dataset of Forward reaction prediction with 1.9M reactions from USPTO patents (1976-2016). (1) Given the reactants Cl[S:2]([C:5]1[CH:14]=[CH:13][C:12]2[NH:11][C:10](=[O:15])[C:9]3[NH:16][CH:17]=[C:18]([C:19]([OH:21])=[O:20])[C:8]=3[C:7]=2[CH:6]=1)(=[O:4])=[O:3].[F:22][C:23]1[CH:30]=[CH:29][C:26]([NH:27][CH3:28])=[CH:25][CH:24]=1, predict the reaction product. The product is: [F:22][C:23]1[CH:30]=[CH:29][C:26]([N:27]([CH3:28])[S:2]([C:5]2[CH:14]=[CH:13][C:12]3[NH:11][C:10](=[O:15])[C:9]4[NH:16][CH:17]=[CH:18][C:8]=4[C:7]=3[CH:6]=2)(=[O:3])=[O:4])=[CH:25][CH:24]=1.[CH2:18]([C:19]([O-:21])=[O:20])[CH3:17]. (2) Given the reactants [F:1][C:2]1[CH:7]=[CH:6][CH:5]=[C:4]([F:8])[C:3]=1[C:9]1[N:14]=[C:13]([CH3:15])[C:12]([N+:16]([O-])=O)=[CH:11][CH:10]=1.[C:19](O)(=O)C, predict the reaction product. The product is: [F:1][C:2]1[CH:7]=[CH:6][CH:5]=[C:4]([F:8])[C:3]=1[C:9]1[N:14]=[C:13]2[CH:15]=[CH:19][NH:16][C:12]2=[CH:11][CH:10]=1. (3) Given the reactants C(N)(=[O:4])C=C.B(O)(O)O.C(N(CC(O)=O)CC(O)=O)CN(CC(O)=O)C[C:14]([OH:16])=[O:15].C(O)[C:31](N)([CH2:34][OH:35])[CH2:32][OH:33].S(OOS([O-])(=O)=O)([O-])(=O)=O.[NH4+].[NH4+].[OH2:50], predict the reaction product. The product is: [C:34]([OH:35])(=[O:4])[C@@H:31]([C@H:32]([C:14]([OH:16])=[O:15])[OH:33])[OH:50]. (4) The product is: [NH:18]1[C:19]2[C:15](=[CH:14][C:13]([O:12][C:6]3[C:5]4[C:10](=[CH:11][C:2]([O:1][CH2:37][C@H:38]5[NH:42][C:41](=[O:43])[CH2:40][CH2:39]5)=[C:3]([O:22][CH3:23])[CH:4]=4)[N:9]=[CH:8][N:7]=3)=[CH:21][CH:20]=2)[CH:16]=[CH:17]1. Given the reactants [OH:1][C:2]1[CH:11]=[C:10]2[C:5]([C:6]([O:12][C:13]3[CH:14]=[C:15]4[C:19](=[CH:20][CH:21]=3)[NH:18][CH:17]=[CH:16]4)=[N:7][CH:8]=[N:9]2)=[CH:4][C:3]=1[O:22][CH3:23].C(=O)([O-])[O-].C1(C)C=CC(S([CH2:37][C@H:38]2[NH:42][C:41](=[O:43])[CH2:40][CH2:39]2)(=O)=O)=CC=1, predict the reaction product. (5) Given the reactants [C:1]([NH:4][C:5]([CH2:16][CH2:17][C:18]1[CH:23]=[CH:22][C:21]([S:24][C:25]2[CH:30]=[CH:29][C:28]([C:31](=[O:34])[CH2:32]Cl)=[CH:27][CH:26]=2)=[CH:20][CH:19]=1)([C:11]([O:13][CH2:14][CH3:15])=[O:12])[C:6]([O:8][CH2:9][CH3:10])=[O:7])(=[O:3])[CH3:2].[CH:35]1([C:38]([OH:40])=[O:39])[CH2:37][CH2:36]1.CCN(CC)CC, predict the reaction product. The product is: [C:1]([NH:4][C:5]([CH2:16][CH2:17][C:18]1[CH:23]=[CH:22][C:21]([S:24][C:25]2[CH:30]=[CH:29][C:28]([C:31](=[O:34])[CH2:32][O:40][C:38]([CH:35]3[CH2:37][CH2:36]3)=[O:39])=[CH:27][CH:26]=2)=[CH:20][CH:19]=1)([C:11]([O:13][CH2:14][CH3:15])=[O:12])[C:6]([O:8][CH2:9][CH3:10])=[O:7])(=[O:3])[CH3:2]. (6) Given the reactants [NH:1]1[CH:5]=[CH:4][CH:3]=[C:2]1[C:6]([O:8][CH3:9])=[O:7].[H-].[Na+].[F:12][CH2:13][CH2:14]I.O, predict the reaction product. The product is: [F:12][CH2:13][CH2:14][N:1]1[CH:5]=[CH:4][CH:3]=[C:2]1[C:6]([O:8][CH3:9])=[O:7]. (7) Given the reactants [N:1]1([CH2:7][C@@H:8]2[CH2:17][C:16]3[C:11](=[CH:12][CH:13]=[CH:14][CH:15]=3)[CH2:10][N:9]2C(OCC2C=CC=CC=2)=O)[CH2:6][CH2:5][O:4][CH2:3][CH2:2]1.[H][H], predict the reaction product. The product is: [N:1]1([CH2:7][C@@H:8]2[CH2:17][C:16]3[C:11](=[CH:12][CH:13]=[CH:14][CH:15]=3)[CH2:10][NH:9]2)[CH2:6][CH2:5][O:4][CH2:3][CH2:2]1.